Dataset: Full USPTO retrosynthesis dataset with 1.9M reactions from patents (1976-2016). Task: Predict the reactants needed to synthesize the given product. (1) Given the product [CH3:43][O:42][C:39]1[CH:38]=[CH:37][C:36]([NH:35][CH2:34][C@@H:33]([NH:32][C:22](=[O:23])[C@@H:21]([NH:20][C@@H:3]([C:4]2[CH:5]=[CH:6][C:7]([C:10]3[CH:15]=[CH:14][C:13]([S:16]([CH3:19])(=[O:18])=[O:17])=[CH:12][CH:11]=3)=[CH:8][CH:9]=2)[C:2]([F:30])([F:1])[F:31])[CH2:25][C:26]([F:29])([CH3:27])[CH3:28])[CH2:44][O:45][CH2:46][C:47]2[CH:48]=[CH:49][CH:50]=[CH:51][CH:52]=2)=[CH:41][CH:40]=1, predict the reactants needed to synthesize it. The reactants are: [F:1][C:2]([F:31])([F:30])[C@@H:3]([NH:20][C@@H:21]([CH2:25][C:26]([F:29])([CH3:28])[CH3:27])[C:22](O)=[O:23])[C:4]1[CH:9]=[CH:8][C:7]([C:10]2[CH:15]=[CH:14][C:13]([S:16]([CH3:19])(=[O:18])=[O:17])=[CH:12][CH:11]=2)=[CH:6][CH:5]=1.[NH2:32][C@H:33]([CH2:44][O:45][CH2:46][C:47]1[CH:52]=[CH:51][CH:50]=[CH:49][CH:48]=1)[CH2:34][NH:35][C:36]1[CH:41]=[CH:40][C:39]([O:42][CH3:43])=[CH:38][CH:37]=1. (2) Given the product [C:1]([O:5][C:6](=[O:15])[NH:7][C:8]1[CH:13]=[CH:12][CH:11]=[C:10]([CH2:14][CH:13]2[CH:20]([OH:22])[CH2:6][N:7]([CH2:16][C:17]3[CH:19]=[CH:27][CH:26]=[CH:25][CH:24]=3)[CH2:8]2)[N:9]=1)([CH3:4])([CH3:3])[CH3:2], predict the reactants needed to synthesize it. The reactants are: [C:1]([O:5][C:6](=[O:15])[NH:7][C:8]1[CH:13]=[CH:12][CH:11]=[C:10]([CH3:14])[N:9]=1)([CH3:4])([CH3:3])[CH3:2].[CH3:16][C:17]([CH3:19])=O.[C:20](=[O:22])=O.[Li][CH2:24][CH2:25][CH2:26][CH3:27]. (3) The reactants are: C([N:8]1[CH2:12][C:11]([CH3:14])([CH3:13])[C@H:10]([OH:15])[CH2:9]1)C1C=CC=CC=1.[ClH:16]. Given the product [ClH:16].[CH3:13][C:11]1([CH3:14])[CH2:12][NH:8][CH2:9][C@H:10]1[OH:15], predict the reactants needed to synthesize it. (4) Given the product [C:1]([O:5][C:6]([N:8]1[CH2:18][CH2:17][C:11]2[N:12]=[C:13]([NH:16][C:25](=[O:26])[C:24]3[CH:28]=[CH:29][C:21]([CH2:19][CH3:20])=[CH:22][CH:23]=3)[N:14]=[CH:15][C:10]=2[CH2:9]1)=[O:7])([CH3:4])([CH3:2])[CH3:3], predict the reactants needed to synthesize it. The reactants are: [C:1]([O:5][C:6]([N:8]1[CH2:18][CH2:17][C:11]2[N:12]=[C:13]([NH2:16])[N:14]=[CH:15][C:10]=2[CH2:9]1)=[O:7])([CH3:4])([CH3:3])[CH3:2].[CH2:19]([C:21]1[CH:29]=[CH:28][C:24]([C:25](Cl)=[O:26])=[CH:23][CH:22]=1)[CH3:20].[OH-].[Na+].C(Cl)Cl. (5) Given the product [Cl:24][C:19]1[CH:20]=[CH:21][CH:22]=[CH:23][C:18]=1[C:5]1[N:6]([C:11]2[CH:12]=[CH:13][C:14]([Cl:17])=[CH:15][CH:16]=2)[C:7]2[C:3]([N:4]=1)=[C:2]([NH:25][C@@H:26]1[CH2:31][CH2:30][CH2:29][N:28]([C:32]([O:34][C:35]([CH3:38])([CH3:37])[CH3:36])=[O:33])[CH2:27]1)[N:10]=[CH:9][N:8]=2, predict the reactants needed to synthesize it. The reactants are: Cl[C:2]1[N:10]=[CH:9][N:8]=[C:7]2[C:3]=1[N:4]=[C:5]([C:18]1[CH:23]=[CH:22][CH:21]=[CH:20][C:19]=1[Cl:24])[N:6]2[C:11]1[CH:16]=[CH:15][C:14]([Cl:17])=[CH:13][CH:12]=1.[NH2:25][C@@H:26]1[CH2:31][CH2:30][CH2:29][N:28]([C:32]([O:34][C:35]([CH3:38])([CH3:37])[CH3:36])=[O:33])[CH2:27]1.C(N(CC)CC)C.